Dataset: Catalyst prediction with 721,799 reactions and 888 catalyst types from USPTO. Task: Predict which catalyst facilitates the given reaction. Reactant: [CH3:1][O:2][C:3](=[O:19])[C:4]1[CH:9]=[CH:8][C:7]([CH2:10][C:11]2[CH:16]=[CH:15][C:14]([CH2:17]O)=[CH:13][CH:12]=2)=[CH:6][CH:5]=1.CCN(C(C)C)C(C)C.CS(Cl)(=O)=O.[NH:34]1[CH2:39][CH2:38][O:37][CH2:36][CH2:35]1. Product: [CH3:1][O:2][C:3](=[O:19])[C:4]1[CH:9]=[CH:8][C:7]([CH2:10][C:11]2[CH:16]=[CH:15][C:14]([CH2:17][N:34]3[CH2:39][CH2:38][O:37][CH2:36][CH2:35]3)=[CH:13][CH:12]=2)=[CH:6][CH:5]=1. The catalyst class is: 91.